Dataset: Full USPTO retrosynthesis dataset with 1.9M reactions from patents (1976-2016). Task: Predict the reactants needed to synthesize the given product. (1) Given the product [O:13]=[C:7]([CH:2]1[CH2:3][CH2:4][CH2:5][C:1]1=[O:6])[C:8]([O:10][CH2:11][CH3:12])=[O:9], predict the reactants needed to synthesize it. The reactants are: [C:1]1(=[O:6])[CH2:5][CH2:4][CH2:3][CH2:2]1.[C:7](OCC)(=[O:13])[C:8]([O:10][CH2:11][CH3:12])=[O:9].[H-].[Na+]. (2) The reactants are: [CH:1]([OH:4])([CH3:3])[CH3:2].Cl[C:6](Cl)([O:8]C(=O)OC(Cl)(Cl)Cl)Cl.[O:17]([C:29]1[CH:34]=[CH:33][CH:32]=[CH:31][C:30]=1[CH2:35][C:36]1[CH:41]=[CH:40][C:39]([O:42][CH3:43])=[CH:38][CH:37]=1)[C@@H:18]1[O:26][C@H:25]([CH2:27][OH:28])[C@@H:23]([OH:24])[C@H:21]([OH:22])[C@H:19]1[OH:20].C(O)(=O)CC(CC(O)=O)(C(O)=O)O. Given the product [CH:1]([O:4][C:6]([O:28][CH2:27][C@H:25]1[O:26][C@@H:18]([O:17][C:29]2[CH:34]=[CH:33][CH:32]=[CH:31][C:30]=2[CH2:35][C:36]2[CH:37]=[CH:38][C:39]([O:42][CH3:43])=[CH:40][CH:41]=2)[C@H:19]([OH:20])[C@@H:21]([OH:22])[C@@H:23]1[OH:24])=[O:8])([CH3:3])[CH3:2], predict the reactants needed to synthesize it. (3) Given the product [Cl:35][C:29]1[C:30]([F:34])=[CH:31][CH:32]=[CH:33][C:28]=1[C@H:19]1[C:18]([C:36]([O:38][CH2:39][CH3:40])=[O:37])=[C:17]([CH2:16][N:9]2[CH:3]3[C:2]([F:14])([F:1])[CH2:8][CH:7]2[CH2:6][CH:5]([C:10]([OH:12])=[O:11])[CH2:4]3)[NH:22][C:21]([C:23]2[S:24][CH:25]=[CH:26][N:27]=2)=[N:20]1, predict the reactants needed to synthesize it. The reactants are: [F:1][C:2]1([F:14])[CH2:8][CH:7]2[NH:9][CH:3]1[CH2:4][CH:5]([C:10]([O:12]C)=[O:11])[CH2:6]2.Br[CH2:16][C:17]1[NH:22][C:21]([C:23]2[S:24][CH:25]=[CH:26][N:27]=2)=[N:20][C@@H:19]([C:28]2[CH:33]=[CH:32][CH:31]=[C:30]([F:34])[C:29]=2[Cl:35])[C:18]=1[C:36]([O:38][CH2:39][CH3:40])=[O:37]. (4) Given the product [Cl:12][C:13]1[CH:18]=[C:17]([C:6]2[CH:7]=[C:2]([Cl:1])[CH:3]=[CH:4][C:5]=2[CH3:11])[N:16]=[CH:15][N:14]=1, predict the reactants needed to synthesize it. The reactants are: [Cl:1][C:2]1[CH:3]=[CH:4][C:5]([CH3:11])=[C:6](B(O)O)[CH:7]=1.[Cl:12][C:13]1[CH:18]=[C:17](Cl)[N:16]=[CH:15][N:14]=1. (5) Given the product [C:16]([O:15][C:13]([N:8]1[CH2:9][CH2:10][CH2:11][CH2:12][CH:6]([C:4]([OH:5])=[O:3])[CH2:7]1)=[O:14])([CH3:19])([CH3:17])[CH3:18], predict the reactants needed to synthesize it. The reactants are: C([O:3][C:4]([CH:6]1[CH2:12][CH2:11][CH2:10][CH2:9][N:8]([C:13]([O:15][C:16]([CH3:19])([CH3:18])[CH3:17])=[O:14])[CH2:7]1)=[O:5])C.[OH-].[Li+]. (6) Given the product [CH2:1]([N:8]1[CH2:17][CH2:16][C:15]2[C:14]([NH2:26])=[N:13][CH:12]=[N:11][C:10]=2[CH2:9]1)[C:2]1[CH:7]=[CH:6][CH:5]=[CH:4][CH:3]=1, predict the reactants needed to synthesize it. The reactants are: [CH2:1]([N:8]1[CH2:17][CH2:16][C:15]2[C:14](Cl)=[N:13][CH:12]=[N:11][C:10]=2[CH2:9]1)[C:2]1[CH:7]=[CH:6][CH:5]=[CH:4][CH:3]=1.C([N:26]1CCC2C(OC)=NC=NC=2C1)C1C=CC=CC=1. (7) Given the product [CH2:11]([O:18][C:19]1[CH:26]=[CH:25][C:22]([CH2:23][NH:24][C:4](=[O:6])[C:3]2[CH:7]=[CH:8][CH:9]=[N:10][C:2]=2[NH2:1])=[C:21]([F:27])[CH:20]=1)[C:12]1[CH:13]=[CH:14][CH:15]=[CH:16][CH:17]=1, predict the reactants needed to synthesize it. The reactants are: [NH2:1][C:2]1[N:10]=[CH:9][CH:8]=[CH:7][C:3]=1[C:4]([OH:6])=O.[CH2:11]([O:18][C:19]1[CH:26]=[CH:25][C:22]([CH2:23][NH2:24])=[C:21]([F:27])[CH:20]=1)[C:12]1[CH:17]=[CH:16][CH:15]=[CH:14][CH:13]=1.CCN=C=NCCCN(C)C.N1C=CC=CC=1.